Dataset: Catalyst prediction with 721,799 reactions and 888 catalyst types from USPTO. Task: Predict which catalyst facilitates the given reaction. (1) Reactant: [OH-:1].[Na+].Cl.[NH2:4]O.[CH3:6][C:7]([C:9]1[CH:14]=[CH:13][C:12]2[O:15][CH2:16][O:17][C:11]=2[CH:10]=1)=O. Product: [O:15]1[C:12]2[CH:13]=[CH:14][C:9]([C:7](=[N:4][OH:1])[CH3:6])=[CH:10][C:11]=2[O:17][CH2:16]1. The catalyst class is: 8. (2) Reactant: [CH2:1]([C:5]1[N:6]=[C:7]([CH3:27])[NH:8][C:9](=[O:26])[C:10]=1[CH2:11][C:12]1[CH:17]=[CH:16][C:15]([C:18]2[C:19]([C:24]#[N:25])=[CH:20][CH:21]=[CH:22][CH:23]=2)=[CH:14][CH:13]=1)[CH2:2][CH2:3][CH3:4].N(C(N1CCCCC1)=O)=NC(N1CCCCC1)=O.C(P(CCCC)CCCC)CCC.[S:59]1[CH:63]=[CH:62][N:61]=[C:60]1[CH2:64]O. Product: [CH2:1]([C:5]1[N:6]=[C:7]([CH3:27])[N:8]([CH2:64][C:60]2[S:59][CH:63]=[CH:62][N:61]=2)[C:9](=[O:26])[C:10]=1[CH2:11][C:12]1[CH:17]=[CH:16][C:15]([C:18]2[C:19]([C:24]#[N:25])=[CH:20][CH:21]=[CH:22][CH:23]=2)=[CH:14][CH:13]=1)[CH2:2][CH2:3][CH3:4]. The catalyst class is: 7. (3) Reactant: [CH3:1][O:2][C:3]([N:5]1[C@@H:13]2[C@@H:8]([CH2:9][CH2:10][CH2:11][CH2:12]2)[CH2:7][C@H:6]1[C:14]([O:16][CH3:17])=[O:15])=[O:4].C[Si](C)(C)N[Si](C)(C)C.[K].[C:28]1([S:34][S:34][C:28]2[CH:33]=[CH:32][CH:31]=[CH:30][CH:29]=2)[CH:33]=[CH:32][CH:31]=[CH:30][CH:29]=1. Product: [CH3:1][O:2][C:3]([N:5]1[C@@H:13]2[C@@H:8]([CH2:9][CH2:10][CH2:11][CH2:12]2)[CH2:7][C:6]1([S:34][C:28]1[CH:33]=[CH:32][CH:31]=[CH:30][CH:29]=1)[C:14]([O:16][CH3:17])=[O:15])=[O:4]. The catalyst class is: 54. (4) Reactant: [Si]([O:8][CH2:9][CH:10]([C:12]1[CH:13]=[C:14]([CH:37]=[CH:38][CH:39]=1)[CH2:15][N:16]1[CH2:36][CH2:35][C:19]2([O:24][CH2:23][CH2:22][N:21]([C:25]([C:27]3[N:28]=[C:29]([CH:32]([CH3:34])[CH3:33])[S:30][CH:31]=3)=[O:26])[CH2:20]2)[CH2:18][CH2:17]1)[F:11])(C(C)(C)C)(C)C.[F-].C([N+](CCCC)(CCCC)CCCC)CCC. Product: [F:11][CH:10]([C:12]1[CH:13]=[C:14]([CH:37]=[CH:38][CH:39]=1)[CH2:15][N:16]1[CH2:36][CH2:35][C:19]2([O:24][CH2:23][CH2:22][N:21]([C:25]([C:27]3[N:28]=[C:29]([CH:32]([CH3:33])[CH3:34])[S:30][CH:31]=3)=[O:26])[CH2:20]2)[CH2:18][CH2:17]1)[CH2:9][OH:8]. The catalyst class is: 1.